From a dataset of Reaction yield outcomes from USPTO patents with 853,638 reactions. Predict the reaction yield, written as a fraction of the theoretical maximum amount of product (1.0 means a 100% yield; for example, 0.34 means a 34% yield). (1) The reactants are [NH2:1][C:2]1[CH:7]=[CH:6][C:5]([O:8][CH2:9][O:10][CH2:11][CH3:12])=[CH:4][C:3]=1[SH:13].[Cl:14][C:15]1[C:20]([NH:21][C:22](=[O:27])[C:23]([CH3:26])([CH3:25])[CH3:24])=[CH:19][CH:18]=[C:17]([CH:28]=O)[N:16]=1.C(OCC)(=O)C. The catalyst is CS(C)=O. The product is [Cl:14][C:15]1[C:20]([NH:21][C:22](=[O:27])[C:23]([CH3:24])([CH3:25])[CH3:26])=[CH:19][CH:18]=[C:17]([C:28]2[S:13][C:3]3[CH:4]=[C:5]([O:8][CH2:9][O:10][CH2:11][CH3:12])[CH:6]=[CH:7][C:2]=3[N:1]=2)[N:16]=1. The yield is 0.250. (2) The reactants are [CH3:1][O:2][C:3]([C:5]1[CH:6]=[C:7]([C:11]2[CH2:12][N:13]([C:16]([O:18][C:19]([CH3:22])([CH3:21])[CH3:20])=[O:17])[CH2:14][CH:15]=2)[CH:8]=[CH:9][CH:10]=1)=[O:4]. The catalyst is CO.[Pd]. The product is [CH3:1][O:2][C:3]([C:5]1[CH:6]=[C:7]([CH:11]2[CH2:15][CH2:14][N:13]([C:16]([O:18][C:19]([CH3:22])([CH3:21])[CH3:20])=[O:17])[CH2:12]2)[CH:8]=[CH:9][CH:10]=1)=[O:4]. The yield is 0.981.